From a dataset of Peptide-MHC class II binding affinity with 134,281 pairs from IEDB. Regression. Given a peptide amino acid sequence and an MHC pseudo amino acid sequence, predict their binding affinity value. This is MHC class II binding data. The peptide sequence is AQGYQQLSQQMMTAF. The MHC is HLA-DPA10103-DPB10401 with pseudo-sequence HLA-DPA10103-DPB10401. The binding affinity (normalized) is 0.233.